This data is from Reaction yield outcomes from USPTO patents with 853,638 reactions. The task is: Predict the reaction yield, written as a fraction of the theoretical maximum amount of product (1.0 means a 100% yield; for example, 0.34 means a 34% yield). (1) The reactants are [F:1][C:2]1[CH:21]=[C:20]([N+:22]([O-:24])=[O:23])[CH:19]=[CH:18][C:3]=1[O:4][C:5]1[C:14]2[C:9](=[CH:10][C:11]([OH:17])=[C:12]([O:15][CH3:16])[CH:13]=2)[N:8]=[CH:7][CH:6]=1.CC(N(C)C)=O.C(=O)([O-])[O-].[Cs+].[Cs+].[CH2:37]([O:44][C:45]([N:47]1[CH2:51][CH:50]2[CH2:52][CH:53]([CH2:55]OS(C)(=O)=O)[CH2:54][CH:49]2[CH2:48]1)=[O:46])[C:38]1[CH:43]=[CH:42][CH:41]=[CH:40][CH:39]=1. The catalyst is O. The product is [CH2:37]([O:44][C:45]([N:47]1[CH2:48][CH:49]2[CH2:54][CH:53]([CH2:55][O:17][C:11]3[CH:10]=[C:9]4[C:14]([C:5]([O:4][C:3]5[CH:18]=[CH:19][C:20]([N+:22]([O-:24])=[O:23])=[CH:21][C:2]=5[F:1])=[CH:6][CH:7]=[N:8]4)=[CH:13][C:12]=3[O:15][CH3:16])[CH2:52][CH:50]2[CH2:51]1)=[O:46])[C:38]1[CH:39]=[CH:40][CH:41]=[CH:42][CH:43]=1. The yield is 0.940. (2) The reactants are Br[C:2]1[CH:23]=[CH:22][C:5]2[C:6]3[N:7]([CH:11]=[C:12]([C:14]4[N:18]([CH:19]([CH3:21])[CH3:20])[N:17]=[CH:16][N:15]=4)[N:13]=3)[CH2:8][CH2:9][O:10][C:4]=2[CH:3]=1.[C:24]([O:29][CH3:30])(=[O:28])[C:25]([CH3:27])=[CH2:26].C(N(CC)CC)C.C1(C)C=CC=CC=1P(C1C=CC=CC=1C)C1C=CC=CC=1C. The catalyst is CN(C=O)C.C([O-])(=O)C.[Pd+2].C([O-])(=O)C. The product is [CH3:30][O:29][C:24](=[O:28])/[C:25](/[CH3:27])=[CH:26]/[C:2]1[CH:23]=[CH:22][C:5]2[C:6]3[N:7]([CH2:8][CH2:9][O:10][C:4]=2[CH:3]=1)[CH:11]=[C:12]([C:14]1[N:18]([CH:19]([CH3:21])[CH3:20])[N:17]=[CH:16][N:15]=1)[N:13]=3. The yield is 0.570. (3) The reactants are [CH3:1][O:2][C:3](=[O:25])[CH2:4][N:5]1[C:11](=[O:12])[C@@H:10]([NH:13][C:14]([O:16][C:17]([CH3:20])([CH3:19])[CH3:18])=[O:15])[CH2:9][NH:8][C:7]2[CH:21]=[CH:22][CH:23]=[CH:24][C:6]1=2.C[Si]([N-][Si](C)(C)C)(C)C.[Li+].C(OC(NC1C(=O)NC2C=CC=CC=2NC1)=O)(C)(C)C.BrCC(OC)=O. The product is [CH3:1][O:2][C:3](=[O:25])[CH2:4][N:5]1[C:11](=[O:12])[CH:10]([NH:13][C:14]([O:16][C:17]([CH3:20])([CH3:18])[CH3:19])=[O:15])[CH2:9][NH:8][C:7]2[CH:21]=[CH:22][CH:23]=[CH:24][C:6]1=2. The yield is 0.830. The catalyst is C1COCC1.C(OCC)(=O)C. (4) The reactants are C[O:2][C:3](=[O:23])[C:4]1[C:5](=[C:10]([O:14][CH2:15][C:16]2[CH:21]=[CH:20][C:19]([Cl:22])=[CH:18][CH:17]=2)[CH:11]=[CH:12][CH:13]=1)[C:6]([O:8]C)=[O:7]. The catalyst is [OH-].[Na+]. The product is [Cl:22][C:19]1[CH:20]=[CH:21][C:16]([CH2:15][O:14][C:10]2[CH:11]=[CH:12][CH:13]=[C:4]([C:3]([OH:23])=[O:2])[C:5]=2[C:6]([OH:8])=[O:7])=[CH:17][CH:18]=1. The yield is 0.980. (5) The reactants are Br[CH:2]=[C:3]1[C:9]2[CH:10]=[C:11]([F:14])[CH:12]=[CH:13][C:8]=2[CH2:7][CH2:6][C:5]2[CH:15]=[CH:16][CH:17]=[CH:18][C:4]1=2.[CH3:19][S:20]([NH:23][C:24]1[CH:25]=[C:26](B(O)O)[CH:27]=[CH:28][CH:29]=1)(=[O:22])=[O:21]. No catalyst specified. The product is [F:14][C:11]1[CH:12]=[CH:13][C:8]2[CH2:7][CH2:6][C:5]3[CH:15]=[CH:16][CH:17]=[CH:18][C:4]=3[C:3](=[CH:2][C:26]3[CH:25]=[C:24]([NH:23][S:20]([CH3:19])(=[O:22])=[O:21])[CH:29]=[CH:28][CH:27]=3)[C:9]=2[CH:10]=1. The yield is 0.820. (6) The reactants are [H-].[Na+].[CH2:3]([O:5][C:6]([C:8]1[NH:9][C:10]2[C:15]([C:16]=1[CH2:17][N:18]([CH2:25][C:26]1[CH:31]=[C:30]([C:32]([F:35])([F:34])[F:33])[CH:29]=[C:28]([C:36]([F:39])([F:38])[F:37])[CH:27]=1)[C:19]1[N:20]=[N:21][N:22]([CH3:24])[N:23]=1)=[CH:14][CH:13]=[CH:12][CH:11]=2)=[O:7])[CH3:4].[CH:40]1([C:43](Cl)=[O:44])[CH2:42][CH2:41]1. The catalyst is CN(C=O)C. The product is [CH2:3]([O:5][C:6]([C:8]1[N:9]([C:43]([CH:40]2[CH2:42][CH2:41]2)=[O:44])[C:10]2[C:15]([C:16]=1[CH2:17][N:18]([CH2:25][C:26]1[CH:31]=[C:30]([C:32]([F:33])([F:34])[F:35])[CH:29]=[C:28]([C:36]([F:39])([F:38])[F:37])[CH:27]=1)[C:19]1[N:20]=[N:21][N:22]([CH3:24])[N:23]=1)=[CH:14][CH:13]=[CH:12][CH:11]=2)=[O:7])[CH3:4]. The yield is 0.710.